This data is from Reaction yield outcomes from USPTO patents with 853,638 reactions. The task is: Predict the reaction yield, written as a fraction of the theoretical maximum amount of product (1.0 means a 100% yield; for example, 0.34 means a 34% yield). (1) The reactants are [CH2:1]([O:5][C:6]1[CH:7]=[C:8]([CH2:12][C:13](Cl)=[N:14][OH:15])[CH:9]=[CH:10][CH:11]=1)[CH2:2][CH2:3][CH3:4].[C:17]([C:19]1[C:20]([NH2:26])=[N:21][C:22]([NH2:25])=[CH:23][CH:24]=1)#[CH:18].C(N(CC)CC)C. The catalyst is O1CCCC1. The product is [CH2:1]([O:5][C:6]1[CH:7]=[C:8]([CH:9]=[CH:10][CH:11]=1)[CH2:12][C:13]1[CH:18]=[C:17]([C:19]2[C:20]([NH2:26])=[N:21][C:22]([NH2:25])=[CH:23][CH:24]=2)[O:15][N:14]=1)[CH2:2][CH2:3][CH3:4]. The yield is 0.210. (2) The product is [CH3:1][O:2][C:3]1[C:8]([O:9][CH3:10])=[C:7]([O:11][CH3:12])[CH:6]=[C:5]([CH3:13])[C:4]=1[C:14]([C:16]1[C:17]([O:24][CH3:25])=[N:18][CH:19]=[C:20]([Br:23])[C:21]=1[Cl:22])=[O:15]. The yield is 0.870. The catalyst is C1(C)C=CC=CC=1.[O-2].[O-2].[Mn+4]. The reactants are [CH3:1][O:2][C:3]1[C:8]([O:9][CH3:10])=[C:7]([O:11][CH3:12])[CH:6]=[C:5]([CH3:13])[C:4]=1[CH:14]([C:16]1[C:17]([O:24][CH3:25])=[N:18][CH:19]=[C:20]([Br:23])[C:21]=1[Cl:22])[OH:15]. (3) The reactants are Br[CH2:2][CH2:3][CH2:4][C:5]#[C:6][C:7]1[CH:12]=[CH:11][C:10]([NH:13][C:14](=[O:19])[C:15]([F:18])([F:17])[F:16])=[CH:9][CH:8]=1.[NH2:20][CH2:21][C@@H:22]([C:31]1[CH:40]=[CH:39][C:38]([OH:41])=[C:37]2[C:32]=1[CH:33]=[CH:34][C:35](=[O:42])[NH:36]2)[O:23][Si:24]([C:27]([CH3:30])([CH3:29])[CH3:28])([CH3:26])[CH3:25].C(N(CC)C(C)C)(C)C.[I-].[K+]. The catalyst is CN(C=O)C. The product is [Si:24]([O:23][C@H:22]([C:31]1[CH:40]=[CH:39][C:38]([OH:41])=[C:37]2[C:32]=1[CH:33]=[CH:34][C:35](=[O:42])[NH:36]2)[CH2:21][NH:20][CH2:2][CH2:3][CH2:4][C:5]#[C:6][C:7]1[CH:12]=[CH:11][C:10]([NH:13][C:14](=[O:19])[C:15]([F:18])([F:17])[F:16])=[CH:9][CH:8]=1)([C:27]([CH3:30])([CH3:29])[CH3:28])([CH3:26])[CH3:25]. The yield is 0.900. (4) The reactants are [CH3:1][O:2][C:3](=[O:18])[CH2:4][C:5]1[C:14]([Cl:15])=[CH:13][CH:12]=[C:11]2[C:6]=1[CH:7]=[C:8]([CH2:16]Br)[CH:9]=[N:10]2.[CH3:19][NH:20][CH3:21].C(O)C. The catalyst is CN(C=O)C. The product is [CH3:1][O:2][C:3](=[O:18])[CH2:4][C:5]1[C:14]([Cl:15])=[CH:13][CH:12]=[C:11]2[C:6]=1[CH:7]=[C:8]([CH2:16][N:20]([CH3:21])[CH3:19])[CH:9]=[N:10]2. The yield is 0.950. (5) The reactants are [C:1]([CH2:3][C:4]1[S:8][CH:7]=[C:6]([C:9](O)=[O:10])[CH:5]=1)#[N:2].CSC.B.O. The catalyst is C1COCC1. The product is [OH:10][CH2:9][C:6]1[CH:5]=[C:4]([CH2:3][C:1]#[N:2])[S:8][CH:7]=1. The yield is 0.690. (6) The reactants are [CH3:1][C:2]1[CH:7]=[C:6]([CH3:8])[C:5]([S:9]([CH2:11][C:12]([F:15])([F:14])[F:13])=[O:10])=[CH:4][C:3]=1[OH:16].[F:17][C:18]([F:30])([F:29])[O:19][C:20]1[CH:25]=[CH:24][C:23]([CH2:26][CH2:27]O)=[CH:22][CH:21]=1.C1(P(C2C=CC=CC=2)C2C=CC=CC=2)C=CC=CC=1.N(C(OC(C)C)=O)=NC(OC(C)C)=O. The catalyst is O1CCCC1. The product is [F:17][C:18]([F:29])([F:30])[O:19][C:20]1[CH:21]=[CH:22][C:23]([CH2:26][CH2:27][O:16][C:3]2[CH:4]=[C:5]([S:9]([CH2:11][C:12]([F:14])([F:15])[F:13])=[O:10])[C:6]([CH3:8])=[CH:7][C:2]=2[CH3:1])=[CH:24][CH:25]=1. The yield is 0.400. (7) The reactants are [CH2:1]([O:8][CH2:9][C:10]1([C:20]2[CH:24]=[C:23]([C:25]3[CH:30]=[CH:29][C:28]([CH3:31])=[CH:27][CH:26]=3)[N:22]([C:32]3[CH:37]=[CH:36][C:35]([O:38][CH3:39])=[CH:34][CH:33]=3)[N:21]=2)[CH2:19][CH2:18][C:13]2(OCC[O:14]2)[CH2:12][CH2:11]1)[C:2]1[CH:7]=[CH:6][CH:5]=[CH:4][CH:3]=1.[OH-].[Na+]. The catalyst is O1CCCC1.Cl. The product is [CH2:1]([O:8][CH2:9][C:10]1([C:20]2[CH:24]=[C:23]([C:25]3[CH:26]=[CH:27][C:28]([CH3:31])=[CH:29][CH:30]=3)[N:22]([C:32]3[CH:37]=[CH:36][C:35]([O:38][CH3:39])=[CH:34][CH:33]=3)[N:21]=2)[CH2:19][CH2:18][C:13](=[O:14])[CH2:12][CH2:11]1)[C:2]1[CH:7]=[CH:6][CH:5]=[CH:4][CH:3]=1. The yield is 0.920.